From a dataset of Reaction yield outcomes from USPTO patents with 853,638 reactions. Predict the reaction yield, written as a fraction of the theoretical maximum amount of product (1.0 means a 100% yield; for example, 0.34 means a 34% yield). (1) The reactants are C[O:2][C:3](=[O:41])[C:4]1[CH:9]=[CH:8][CH:7]=[C:6]([NH:10][C:11]([N:13]2[CH2:17][C@@H:16]([CH2:18][C:19]([CH3:22])([CH3:21])[CH3:20])[C@@:15]([C:25]3[CH:30]=[CH:29][C:28]([Cl:31])=[CH:27][C:26]=3[F:32])([C:23]#[N:24])[C@H:14]2[C:33]2[CH:38]=[CH:37][CH:36]=[C:35]([Cl:39])[C:34]=2[F:40])=[O:12])[CH:5]=1.[Li+].[OH-]. The catalyst is C1COCC1.CO. The product is [Cl:39][C:35]1[C:34]([F:40])=[C:33]([C@@H:14]2[C@:15]([C:25]3[CH:30]=[CH:29][C:28]([Cl:31])=[CH:27][C:26]=3[F:32])([C:23]#[N:24])[C@H:16]([CH2:18][C:19]([CH3:22])([CH3:20])[CH3:21])[CH2:17][N:13]2[C:11]([NH:10][C:6]2[CH:5]=[C:4]([CH:9]=[CH:8][CH:7]=2)[C:3]([OH:41])=[O:2])=[O:12])[CH:38]=[CH:37][CH:36]=1. The yield is 1.00. (2) The reactants are [C:1]([C:3]1[C:4]([C:32]2[CH:37]=[CH:36][C:35]([Cl:38])=[CH:34][C:33]=2[Cl:39])=[C:5]([C:20]2[N:21](C(OC(C)(C)C)=O)[CH2:22][CH2:23][N:24]=2)[S:6][C:7]=1[C:8]1[CH:13]=[CH:12][N:11]=[C:10]([NH:14][C:15]([CH:17]2[CH2:19][CH2:18]2)=[O:16])[CH:9]=1)#[N:2].O1CCOCC1.Cl. No catalyst specified. The product is [C:1]([C:3]1[C:4]([C:32]2[CH:37]=[CH:36][C:35]([Cl:38])=[CH:34][C:33]=2[Cl:39])=[C:5]([C:20]2[NH:21][CH2:22][CH2:23][N:24]=2)[S:6][C:7]=1[C:8]1[CH:13]=[CH:12][N:11]=[C:10]([NH:14][C:15]([CH:17]2[CH2:19][CH2:18]2)=[O:16])[CH:9]=1)#[N:2]. The yield is 0.760.